Dataset: Reaction yield outcomes from USPTO patents with 853,638 reactions. Task: Predict the reaction yield, written as a fraction of the theoretical maximum amount of product (1.0 means a 100% yield; for example, 0.34 means a 34% yield). The reactants are [Br:1][C:2]1[CH:3]=[C:4]([C:10]([C:18]2[C:19]([C:24]#[N:25])=[N:20][CH:21]=[CH:22][CH:23]=2)=[N:11]S(C(C)(C)C)=O)[CH:5]=[CH:6][C:7]=1[O:8][CH3:9].Br[C:27]1[C:28]([C:33]([F:36])([F:35])[F:34])=[N:29][CH:30]=[CH:31][CH:32]=1. No catalyst specified. The product is [Br:1][C:2]1[CH:3]=[C:4]([C:10]2([C:32]3[CH:31]=[CH:30][N:29]=[C:28]([C:33]([F:36])([F:35])[F:34])[CH:27]=3)[C:18]3[C:19](=[N:20][CH:21]=[CH:22][CH:23]=3)[C:24]([NH2:25])=[N:11]2)[CH:5]=[CH:6][C:7]=1[O:8][CH3:9]. The yield is 0.660.